Dataset: Reaction yield outcomes from USPTO patents with 853,638 reactions. Task: Predict the reaction yield, written as a fraction of the theoretical maximum amount of product (1.0 means a 100% yield; for example, 0.34 means a 34% yield). (1) The reactants are Cl.[CH3:2][O:3][C:4](=[O:10])[C@@H:5]1[CH2:9][CH2:8][CH2:7][NH:6]1.[Cl:11][C:12]1[CH:13]=[C:14]([S:19](Cl)(=[O:21])=[O:20])[CH:15]=[C:16]([Cl:18])[CH:17]=1. The catalyst is N1C=CC=CC=1.O. The product is [CH3:2][O:3][C:4](=[O:10])[C@@H:5]1[CH2:9][CH2:8][CH2:7][N:6]1[S:19]([C:14]1[CH:13]=[C:12]([Cl:11])[CH:17]=[C:16]([Cl:18])[CH:15]=1)(=[O:21])=[O:20]. The yield is 0.880. (2) The reactants are [CH3:1][C:2]1[C:6]([C:7]2[CH:12]=[CH:11][C:10]([C:13]3[N:14]=[C:15]4[CH:20]=[N:19][CH:18]=[CH:17][N:16]4[C:21]=3[NH:22][CH2:23][C:24]([O:26]C(C)(C)C)=[O:25])=[CH:9][CH:8]=2)=[C:5]([CH3:31])[O:4][N:3]=1.C(O)(C(F)(F)F)=O. The catalyst is C(Cl)Cl. The product is [CH3:1][C:2]1[C:6]([C:7]2[CH:8]=[CH:9][C:10]([C:13]3[N:14]=[C:15]4[CH:20]=[N:19][CH:18]=[CH:17][N:16]4[C:21]=3[NH:22][CH2:23][C:24]([OH:26])=[O:25])=[CH:11][CH:12]=2)=[C:5]([CH3:31])[O:4][N:3]=1. The yield is 0.760. (3) The reactants are Cl.[O:2]=[C:3]1[CH2:8][CH2:7][NH:6][CH2:5][CH:4]1[C:9]([O:11][CH3:12])=[O:10].C(=O)([O-])[O-].[Na+].[Na+].[CH3:19][C:20]([O:23][C:24](O[C:24]([O:23][C:20]([CH3:22])([CH3:21])[CH3:19])=[O:25])=[O:25])([CH3:22])[CH3:21]. The catalyst is O.C1COCC1. The product is [O:2]=[C:3]1[CH2:8][CH2:7][N:6]([C:24]([O:23][C:20]([CH3:22])([CH3:21])[CH3:19])=[O:25])[CH2:5][CH:4]1[C:9]([O:11][CH3:12])=[O:10]. The yield is 1.00.